This data is from Reaction yield outcomes from USPTO patents with 853,638 reactions. The task is: Predict the reaction yield, written as a fraction of the theoretical maximum amount of product (1.0 means a 100% yield; for example, 0.34 means a 34% yield). (1) The reactants are [Cl:1][C:2]1[CH:7]=[CH:6][C:5]([S:8]([NH2:11])(=[O:10])=[O:9])=[CH:4][C:3]=1[N+:12]([O-:14])=[O:13].[CH3:15][O:16][C:17]1[C:18](N)=[CH:19][CH:20]=[CH:21][CH:22]=1.N1C=CC=CC=1. The yield is 0.950. The product is [Cl:1][C:2]1[CH:7]=[CH:6][C:5]([S:8]([NH:11][C:22]2[CH:21]=[CH:20][CH:19]=[CH:18][C:17]=2[O:16][CH3:15])(=[O:9])=[O:10])=[CH:4][C:3]=1[N+:12]([O-:14])=[O:13]. The catalyst is C(Cl)Cl.CCOC(C)=O. (2) The reactants are [CH3:1][O:2][C:3]1[CH:11]=[C:10]2[C:6]([CH:7]=[CH:8][N:9]2[C:12]([O:14][C:15]([CH3:18])([CH3:17])[CH3:16])=[O:13])=[CH:5][CH:4]=1.[Cl:19][C:20]1[S:21][C:22]2[CH:28]=[C:27](I)[CH:26]=[CH:25][C:23]=2[N:24]=1.[F-].[Cs+]. The catalyst is C(COC)OC.O.Cl[Pd](Cl)([P](C1C=CC=CC=1)(C1C=CC=CC=1)C1C=CC=CC=1)[P](C1C=CC=CC=1)(C1C=CC=CC=1)C1C=CC=CC=1. The product is [Cl:19][C:20]1[S:21][C:22]2[CH:28]=[C:27]([C:8]3[N:9]([C:12]([O:14][C:15]([CH3:18])([CH3:17])[CH3:16])=[O:13])[C:10]4[C:6]([CH:7]=3)=[CH:5][CH:4]=[C:3]([O:2][CH3:1])[CH:11]=4)[CH:26]=[CH:25][C:23]=2[N:24]=1. The yield is 0.830. (3) The reactants are [C:1]([C:3]1[CH:8]=[CH:7][C:6]([NH:9][C:10](=[O:18])[C:11]2[CH:16]=[CH:15][CH:14]=[CH:13][C:12]=2[CH3:17])=[CH:5][CH:4]=1)#[CH:2].Br[C:20]1[CH:21]=[N:22][CH:23]=[C:24]([CH:37]=1)[C:25]([N:27]=[S@@:28]([CH3:36])(=[O:35])[C:29]1[CH:34]=[CH:33][CH:32]=[CH:31][CH:30]=1)=[O:26]. No catalyst specified. The product is [CH3:17][C:12]1[CH:13]=[CH:14][CH:15]=[CH:16][C:11]=1[C:10]([NH:9][C:6]1[CH:5]=[CH:4][C:3]([C:1]#[C:2][C:20]2[CH:21]=[N:22][CH:23]=[C:24]([CH:37]=2)[C:25]([N:27]=[S@@:28]([CH3:36])(=[O:35])[C:29]2[CH:34]=[CH:33][CH:32]=[CH:31][CH:30]=2)=[O:26])=[CH:8][CH:7]=1)=[O:18]. The yield is 0.750.